Dataset: Full USPTO retrosynthesis dataset with 1.9M reactions from patents (1976-2016). Task: Predict the reactants needed to synthesize the given product. Given the product [O:1]=[C:2]([CH2:14][CH3:15])[CH2:3][C:4]1[O:39][C:31](=[O:40])[C:32]2[CH:38]=[CH:37][CH:36]=[CH:35][C:33]=2[N:34]=1, predict the reactants needed to synthesize it. The reactants are: [OH:1][CH:2]([CH2:14][CH3:15])[CH:3]=[C:4]1C(=O)OC(C)(C)OC1=O.CC1(C)OC(=O)CC(=O)O1.C(Cl)(=O)CC.[C:31]([OH:40])(=[O:39])[C:32]1[C:33](=[CH:35][CH:36]=[CH:37][CH:38]=1)[NH2:34].C(OC(=O)C)(=O)C.